This data is from Catalyst prediction with 721,799 reactions and 888 catalyst types from USPTO. The task is: Predict which catalyst facilitates the given reaction. (1) Reactant: C([O:8][C:9]1[N:14]=[C:13]([NH:15][C:16]2[CH:21]=[CH:20][C:19]([C:22]3[N:23]=[C:24]([N:33]4[CH2:38][CH2:37][O:36][CH2:35][C@@H:34]4[CH3:39])[C:25]4[CH2:31][CH2:30][N:29]([CH3:32])[CH2:28][C:26]=4[N:27]=3)=[CH:18][CH:17]=2)[CH:12]=[CH:11][CH:10]=1)C1C=CC=CC=1.C(OC1N=C(NC2C=CC(C3N=C(N4CCOC[C@@H]4C)C4CCNCC=4N=3)=CC=2)C=CC=1)C1C=CC=CC=1.CCN(C(C)C)C(C)C.CI. Product: [CH3:32][N:29]1[CH2:30][CH2:31][C:25]2[C:24]([N:33]3[CH2:38][CH2:37][O:36][CH2:35][C@@H:34]3[CH3:39])=[N:23][C:22]([C:19]3[CH:18]=[CH:17][C:16]([NH:15][C:13]4[NH:14][C:9](=[O:8])[CH:10]=[CH:11][CH:12]=4)=[CH:21][CH:20]=3)=[N:27][C:26]=2[CH2:28]1. The catalyst class is: 18. (2) Reactant: Br[C:2]1[CH:3]=[C:4]([F:10])[C:5]([F:9])=[C:6]([Cl:8])[CH:7]=1.[B:11]1([B:11]2[O:15][C:14]([CH3:17])([CH3:16])[C:13]([CH3:19])([CH3:18])[O:12]2)[O:15][C:14]([CH3:17])([CH3:16])[C:13]([CH3:19])([CH3:18])[O:12]1.CC([O-])=O.[K+]. Product: [Cl:8][C:6]1[CH:7]=[C:2]([B:11]2[O:15][C:14]([CH3:17])([CH3:16])[C:13]([CH3:19])([CH3:18])[O:12]2)[CH:3]=[C:4]([F:10])[C:5]=1[F:9]. The catalyst class is: 75. (3) Product: [CH3:8][C:5]1[CH:6]=[CH:7][C:2]([NH:9][CH:10]2[CH2:15][CH2:14][NH:13][CH2:12][CH2:11]2)=[N:3][CH:4]=1. Reactant: Br[C:2]1[CH:7]=[CH:6][C:5]([CH3:8])=[CH:4][N:3]=1.[NH2:9][CH:10]1[CH2:15][CH2:14][N:13](C(OCC)=O)[CH2:12][CH2:11]1. The catalyst class is: 45. (4) Reactant: [CH3:1][NH:2][C:3](=[O:6])[CH:4]=[CH2:5].[CH2:7]([NH2:11])[CH:8]([CH3:10])[CH3:9]. Product: [CH3:1][NH:2][C:3](=[O:6])[CH2:4][CH2:5][NH:11][CH2:7][CH:8]([CH3:10])[CH3:9]. The catalyst class is: 14.